Task: Regression. Given two drug SMILES strings and cell line genomic features, predict the synergy score measuring deviation from expected non-interaction effect.. Dataset: NCI-60 drug combinations with 297,098 pairs across 59 cell lines Drug 1: CN(C(=O)NC(C=O)C(C(C(CO)O)O)O)N=O. Drug 2: CC1C(C(CC(O1)OC2CC(CC3=C2C(=C4C(=C3O)C(=O)C5=CC=CC=C5C4=O)O)(C(=O)C)O)N)O. Cell line: CCRF-CEM. Synergy scores: CSS=39.2, Synergy_ZIP=1.11, Synergy_Bliss=0.248, Synergy_Loewe=-14.3, Synergy_HSA=1.41.